From a dataset of M1 muscarinic receptor antagonist screen with 61,756 compounds. Binary Classification. Given a drug SMILES string, predict its activity (active/inactive) in a high-throughput screening assay against a specified biological target. (1) The compound is o1c(=O)c2N(CCCc2c2c1ccc(OCc1ccccc1)c2)C(=O)CN1CCCC1. The result is 1 (active). (2) The result is 0 (inactive). The compound is Clc1ccc(NC(=O)CSc2n(nnn2)c2ccccc2)nc1.